From a dataset of Full USPTO retrosynthesis dataset with 1.9M reactions from patents (1976-2016). Predict the reactants needed to synthesize the given product. (1) Given the product [OH:27][C:24]1[CH:23]=[C:22]2[C:21](=[CH:26][CH:25]=1)[O:20][CH:34]([C:33]1[C:32]([F:31])=[CH:39][CH:38]=[CH:37][C:36]=1[F:40])[CH2:29][C:28]2=[O:30], predict the reactants needed to synthesize it. The reactants are: FC1C=C(C2CC(=O)C3C(=CC=C(O)C=3)O2)C=CC=1.[OH:20][C:21]1[CH:26]=[CH:25][C:24]([OH:27])=[CH:23][C:22]=1[C:28](=[O:30])[CH3:29].[F:31][C:32]1[CH:39]=[CH:38][CH:37]=[C:36]([F:40])[C:33]=1[CH:34]=O. (2) Given the product [CH2:32]1[C:41]2[C:36](=[CH:37][CH:38]=[CH:39][CH:40]=2)[CH2:35][CH2:34][N:33]1[C:1]([O:2][CH2:3][CH2:4][N:5]1[CH2:6][CH2:7][N:8]([CH3:11])[CH2:9][CH2:10]1)=[O:22], predict the reactants needed to synthesize it. The reactants are: [C:1](=[O:22])(OC1C=CC([N+]([O-])=O)=CC=1)[O:2][CH2:3][CH2:4][N:5]1[CH2:10][CH2:9][N:8]([CH3:11])[CH2:7][CH2:6]1.CCN(C(C)C)C(C)C.[CH2:32]1[C:41]2[C:36](=[CH:37][CH:38]=[CH:39][CH:40]=2)[CH2:35][CH2:34][NH:33]1. (3) Given the product [CH3:38][C:35]1[S:34][C:33]([C:30]2[CH:29]=[CH:28][C:27]([CH2:26][CH:15]([NH:16][S:17]([C:20]3[CH:25]=[CH:24][CH:23]=[CH:22][N:21]=3)(=[O:18])=[O:19])[C:11]3[N:10]=[C:9]([NH:8][CH2:39][C:40]([OH:42])=[O:41])[CH:14]=[CH:13][CH:12]=3)=[CH:32][CH:31]=2)=[N:37][CH:36]=1, predict the reactants needed to synthesize it. The reactants are: C(OC([N:8]([CH2:39][C:40]([O:42]C(C)(C)C)=[O:41])[C:9]1[CH:14]=[CH:13][CH:12]=[C:11]([CH:15]([CH2:26][C:27]2[CH:32]=[CH:31][C:30]([C:33]3[S:34][C:35]([CH3:38])=[CH:36][N:37]=3)=[CH:29][CH:28]=2)[NH:16][S:17]([C:20]2[CH:25]=[CH:24][CH:23]=[CH:22][N:21]=2)(=[O:19])=[O:18])[N:10]=1)=O)(C)(C)C.[OH-].[Na+]. (4) Given the product [OH:31][CH2:30][C:28]1[N:29]=[C:3]2[C:2]([C:40]3[CH:45]=[CH:44][N:43]=[CH:42][CH:41]=3)=[N:7][CH:6]=[C:5]([C:8]3[CH:9]=[CH:10][C:11]([N:14]4[CH2:15][CH2:16][N:17]([C:20]([O:22][C:23]([CH3:25])([CH3:24])[CH3:26])=[O:21])[CH2:18][CH2:19]4)=[N:12][CH:13]=3)[N:4]2[CH:27]=1, predict the reactants needed to synthesize it. The reactants are: Cl[C:2]1[C:3]2[N:4]([CH:27]=[C:28]([CH2:30][OH:31])[N:29]=2)[C:5]([C:8]2[CH:9]=[CH:10][C:11]([N:14]3[CH2:19][CH2:18][N:17]([C:20]([O:22][C:23]([CH3:26])([CH3:25])[CH3:24])=[O:21])[CH2:16][CH2:15]3)=[N:12][CH:13]=2)=[CH:6][N:7]=1.CC1(C)C(C)(C)OB([C:40]2[CH:45]=[CH:44][N:43]=[CH:42][CH:41]=2)O1.C([O-])([O-])=O.[Cs+].[Cs+].C(Cl)Cl.